This data is from Reaction yield outcomes from USPTO patents with 853,638 reactions. The task is: Predict the reaction yield, written as a fraction of the theoretical maximum amount of product (1.0 means a 100% yield; for example, 0.34 means a 34% yield). (1) The reactants are BrBr.C1C=CC(P(C2C=CC=CC=2)C2C=CC=CC=2)=CC=1.Br[C:23]1[CH:28]=[CH:27][C:26]([C:29]([CH:31]2[CH2:36][CH2:35][N:34]([C:37](=[O:39])[CH3:38])[CH2:33][CH2:32]2)=[O:30])=[CH:25][CH:24]=1.CCOC(C)=O.C[C:47]([N:49](C)C)=O. The yield is 0.570. The product is [C:47]([C:23]1[CH:28]=[CH:27][C:26]([C:29]([CH:31]2[CH2:36][CH2:35][N:34]([C:37](=[O:39])[CH3:38])[CH2:33][CH2:32]2)=[O:30])=[CH:25][CH:24]=1)#[N:49]. The catalyst is [Zn].[C-]#N.[C-]#N.[Zn+2]. (2) The product is [O:21]1[C:2]2([CH2:5][N:4]([C:6]([O:8][CH2:9][C:10]3[CH:15]=[CH:14][CH:13]=[CH:12][CH:11]=3)=[O:7])[CH2:3]2)[CH2:1]1. The yield is 0.830. The reactants are [CH2:1]=[C:2]1[CH2:5][N:4]([C:6]([O:8][CH2:9][C:10]2[CH:15]=[CH:14][CH:13]=[CH:12][CH:11]=2)=[O:7])[CH2:3]1.ClC1C=C(C=CC=1)C(OO)=[O:21]. The catalyst is C(Cl)(Cl)Cl.